From a dataset of Full USPTO retrosynthesis dataset with 1.9M reactions from patents (1976-2016). Predict the reactants needed to synthesize the given product. (1) Given the product [F:37][C:35]1[CH:36]=[C:31]([CH:32]=[C:33]([CH2:38][NH:39][C:12]([C:6]2[N:7]([CH3:11])[C:8]3[C:4]([C:5]=2[CH3:15])=[CH:3][C:2]([F:1])=[CH:10][CH:9]=3)=[O:14])[CH:34]=1)[O:30][C:27]1[CH:28]=[CH:29][C:24]([O:23][C:20]([CH3:21])([CH3:22])[C:19]([OH:41])=[O:18])=[C:25]([CH3:40])[CH:26]=1, predict the reactants needed to synthesize it. The reactants are: [F:1][C:2]1[CH:3]=[C:4]2[C:8](=[CH:9][CH:10]=1)[N:7]([CH3:11])[C:6]([C:12]([OH:14])=O)=[C:5]2[CH3:15].C([O:18][C:19](=[O:41])[C:20]([O:23][C:24]1[CH:29]=[CH:28][C:27]([O:30][C:31]2[CH:36]=[C:35]([F:37])[CH:34]=[C:33]([CH2:38][NH2:39])[CH:32]=2)=[CH:26][C:25]=1[CH3:40])([CH3:22])[CH3:21])C. (2) Given the product [F:14][C:15]1[CH:16]=[C:17]([C:22]([F:25])([F:24])[F:23])[CH:18]=[CH:19][C:6]=1[N:8]1[CH2:9][CH2:10][NH:11][CH2:12][CH2:13]1, predict the reactants needed to synthesize it. The reactants are: C(O[C:6]([N:8]1[CH2:13][CH2:12][NH:11][CH2:10][CH2:9]1)=O)(C)(C)C.[F:14][C:15]1[CH:16]=[C:17]([C:22]([F:25])([F:24])[F:23])[CH:18]=[CH:19]C=1F.O. (3) Given the product [F:11][C:8]1[CH:9]=[CH:10][C:5]2[N:6]([C:2]([N:12]3[CH2:16][CH2:15][CH2:14][CH2:13]3)=[N:3][N:4]=2)[CH:7]=1, predict the reactants needed to synthesize it. The reactants are: Cl[C:2]1[N:6]2[CH:7]=[C:8]([F:11])[CH:9]=[CH:10][C:5]2=[N:4][N:3]=1.[NH:12]1[CH2:16][CH2:15][CH2:14][CH2:13]1. (4) Given the product [CH2:1]([N:8]1[CH:12]=[C:11]([CH:13]=[O:14])[C:10]([O:15][CH2:16][C:17]2[CH:22]=[CH:21][C:20]([O:23][CH3:24])=[C:19]([O:25][CH2:26][C:27]3[N:28]=[C:29]([C:33]4[O:34][CH:35]=[CH:36][CH:37]=4)[O:30][C:31]=3[CH3:32])[CH:18]=2)=[N:9]1)[C:2]1[CH:3]=[CH:4][CH:5]=[CH:6][CH:7]=1, predict the reactants needed to synthesize it. The reactants are: [CH2:1]([N:8]1[CH:12]=[C:11]([CH2:13][OH:14])[C:10]([O:15][CH2:16][C:17]2[CH:22]=[CH:21][C:20]([O:23][CH3:24])=[C:19]([O:25][CH2:26][C:27]3[N:28]=[C:29]([C:33]4[O:34][CH:35]=[CH:36][CH:37]=4)[O:30][C:31]=3[CH3:32])[CH:18]=2)=[N:9]1)[C:2]1[CH:7]=[CH:6][CH:5]=[CH:4][CH:3]=1. (5) Given the product [CH3:34][S:35]([O:1][C@H:2]([C@@H:4]1[CH2:5][C:6](=[O:17])[N:7]([C@@H:9]([C:11]2[CH:16]=[CH:15][CH:14]=[CH:13][CH:12]=2)[CH3:10])[CH2:8]1)[CH3:3])(=[O:37])=[O:36], predict the reactants needed to synthesize it. The reactants are: [OH:1][C@H:2]([C@H:4]1[CH2:8][N:7]([C@@H:9]([C:11]2[CH:16]=[CH:15][CH:14]=[CH:13][CH:12]=2)[CH3:10])[C:6](=[O:17])[CH2:5]1)[CH3:3].C1([C@H](N)C)C=CC=CC=1.C(N(CC)CC)C.[CH3:34][S:35](Cl)(=[O:37])=[O:36]. (6) Given the product [CH2:7]([S:9]([C:12]1[CH:13]=[CH:14][C:15]([O:46][CH3:44])=[C:16]([NH:18][C:19]2[O:20][C:21]([C:24]3[CH:29]=[CH:28][CH:27]=[C:26]([O:30][C:32]4[CH:37]=[CH:36][CH:35]=[CH:34][CH:33]=4)[CH:25]=3)=[CH:22][N:23]=2)[CH:17]=1)(=[O:11])=[O:10])[CH3:8], predict the reactants needed to synthesize it. The reactants are: N1C=CC=CC=1.[CH2:7]([S:9]([C:12]1[CH:13]=[CH:14][C:15](C)=[C:16]([NH:18][C:19]2[O:20][C:21]([C:24]3[CH:25]=[C:26]([OH:30])[CH:27]=[CH:28][CH:29]=3)=[CH:22][N:23]=2)[CH:17]=1)(=[O:11])=[O:10])[CH3:8].[C:32]1(B(O)O)[CH:37]=[CH:36][CH:35]=[CH:34][CH:33]=1.ClCCl.[CH2:44]([O:46]CC)C. (7) Given the product [Cl:1][C:2]1[C:3]([CH2:26][C:27]([NH:37][CH2:36][C:35]2[C:34]([N:39]3[CH:43]=[N:42][CH:41]=[N:40]3)=[CH:33][CH:32]=[CH:31][CH:38]=2)=[O:29])=[N:4][C:5]([NH:8][CH2:16][C:17]([F:24])([F:25])[C:18]2[CH:23]=[CH:22][CH:21]=[CH:20][N:19]=2)=[CH:6][CH:7]=1, predict the reactants needed to synthesize it. The reactants are: [Cl:1][C:2]1[C:3]([CH2:26][C:27]([OH:29])=O)=[N:4][C:5]([N:8]([CH2:16][C:17]([F:25])([F:24])[C:18]2[CH:23]=[CH:22][CH:21]=[CH:20][N:19]=2)C(OC(C)(C)C)=O)=[CH:6][CH:7]=1.Cl[C:31]1[CH:32]=[CH:33][C:34]([N:39]2[CH:43]=[N:42][CH:41]=[N:40]2)=[C:35]([CH:38]=1)[CH2:36][NH2:37].